This data is from Cav3 T-type calcium channel HTS with 100,875 compounds. The task is: Binary Classification. Given a drug SMILES string, predict its activity (active/inactive) in a high-throughput screening assay against a specified biological target. (1) The drug is S(c1n(c2ccccc2)ccn1)CC(=O)Nc1ccc(OC)cc1. The result is 0 (inactive). (2) The molecule is S(CCc1ccncc1)c1ccc(F)cc1. The result is 0 (inactive). (3) The molecule is S(CC(=O)N1CCc2c1cccc2)c1n(c2cc(OC)ccc2)ccn1. The result is 0 (inactive). (4) The drug is Clc1c(C2N(CC(=O)N2OC)C(=O)C)ccc(Cl)c1. The result is 0 (inactive).